Dataset: Catalyst prediction with 721,799 reactions and 888 catalyst types from USPTO. Task: Predict which catalyst facilitates the given reaction. (1) Reactant: [OH:1][C:2]1[C:6]([CH2:7][CH2:8][C:9]([O:11][CH2:12][CH3:13])=[O:10])=[CH:5][N:4]([C:14]([O:16][CH2:17][C:18]2[CH:23]=[CH:22][CH:21]=[CH:20][CH:19]=2)=[O:15])[N:3]=1.C(=O)([O-])[O-].[K+].[K+].[CH2:30](I)[CH3:31].Cl. Product: [CH2:30]([O:1][C:2]1[C:6]([CH2:7][CH2:8][C:9]([O:11][CH2:12][CH3:13])=[O:10])=[CH:5][N:4]([C:14]([O:16][CH2:17][C:18]2[CH:23]=[CH:22][CH:21]=[CH:20][CH:19]=2)=[O:15])[N:3]=1)[CH3:31]. The catalyst class is: 434. (2) Reactant: [CH2:1]([O:3][C:4]1[CH:30]=[CH:29][C:7]2[N:8]=[C:9]([C:11]3[N:16]=[CH:15][C:14]([O:17][CH2:18][C@@H:19]([NH:21][C:22](=O)[O:23]C(C)(C)C)[CH3:20])=[CH:13][CH:12]=3)[O:10][C:6]=2[CH:5]=1)[CH3:2].Cl.[C:32](OCC)(=O)C. Product: [CH2:1]([O:3][C:4]1[CH:30]=[CH:29][C:7]2[N:8]=[C:9]([C:11]3[N:16]=[CH:15][C:14]([O:17][CH2:18][C@@H:19]([NH:21][C:22](=[O:23])[CH3:32])[CH3:20])=[CH:13][CH:12]=3)[O:10][C:6]=2[CH:5]=1)[CH3:2]. The catalyst class is: 13.